This data is from Reaction yield outcomes from USPTO patents with 853,638 reactions. The task is: Predict the reaction yield, written as a fraction of the theoretical maximum amount of product (1.0 means a 100% yield; for example, 0.34 means a 34% yield). (1) The reactants are [CH3:1][O:2][C:3]([C:5]1[C:9]([CH:10]([CH3:12])[CH3:11])=[C:8]([CH2:13][OH:14])[N:7]([C:15]2[CH:20]=[CH:19][C:18]([F:21])=[CH:17][CH:16]=2)[N:6]=1)=[O:4].C([O-])(O)=O.[Na+].CC(OI1(OC(C)=O)(OC(C)=O)OC(=O)C2C=CC=CC1=2)=O.S(=O)(O)[O-].[Na+]. The catalyst is C(Cl)Cl. The product is [CH3:1][O:2][C:3]([C:5]1[C:9]([CH:10]([CH3:12])[CH3:11])=[C:8]([CH:13]=[O:14])[N:7]([C:15]2[CH:20]=[CH:19][C:18]([F:21])=[CH:17][CH:16]=2)[N:6]=1)=[O:4]. The yield is 0.840. (2) The reactants are Br[C:2]1[CH:7]=[C:6](/[CH:8]=[CH:9]/[C:10]2[CH:15]=[CH:14][C:13]([F:16])=[CH:12][C:11]=2[F:17])[CH:5]=[CH:4][C:3]=1[S:18]([C:21]1[CH:26]=[CH:25][CH:24]=[CH:23][CH:22]=1)(=[O:20])=[O:19].[Cu][C:28]#[N:29]. The catalyst is CN(C)C=O.O. The product is [F:17][C:11]1[CH:12]=[C:13]([F:16])[CH:14]=[CH:15][C:10]=1/[CH:9]=[CH:8]/[C:6]1[CH:5]=[CH:4][C:3]([S:18]([C:21]2[CH:26]=[CH:25][CH:24]=[CH:23][CH:22]=2)(=[O:20])=[O:19])=[C:2]([CH:7]=1)[C:28]#[N:29]. The yield is 0.440.